From a dataset of Forward reaction prediction with 1.9M reactions from USPTO patents (1976-2016). Predict the product of the given reaction. (1) Given the reactants [C:1]([C@@H:3]([NH:5][C:6](=[O:12])OC(C)(C)C)[CH3:4])#[N:2].[CH2:13]([C:21]1[CH:22]=[C:23]([CH:27]=[CH:28][CH:29]=1)C(O)=O)[CH2:14][CH2:15][CH2:16][CH2:17][CH2:18][CH2:19][CH3:20], predict the reaction product. The product is: [C:1]([C@@H:3]([NH:5][C:6](=[O:12])[C:28]1[CH:27]=[CH:23][CH:22]=[C:21]([CH2:13][CH2:14][CH2:15][CH2:16][CH2:17][CH2:18][CH2:19][CH3:20])[CH:29]=1)[CH3:4])#[N:2]. (2) Given the reactants C([O:8][C:9](=[O:69])[C@@H:10]([NH:23][C:24](=[O:68])[CH2:25][O:26][C:27](=[O:67])[C:28]1[CH:33]=[CH:32][C:31]([NH:34][C:35]([C@H:37]2[C@H:41]([C:42]3[CH:47]=[CH:46][CH:45]=[C:44]([Cl:48])[C:43]=3[F:49])[C@:40]([C:52]3[CH:57]=[CH:56][C:55]([Cl:58])=[CH:54][C:53]=3[F:59])([C:50]#[N:51])[C@H:39]([CH2:60][C:61]([CH3:64])([CH3:63])[CH3:62])[NH:38]2)=[O:36])=[C:30]([O:65][CH3:66])[CH:29]=1)[CH2:11][CH2:12][C:13]([O:15]CC1C=CC=CC=1)=[O:14])C1C=CC=CC=1, predict the reaction product. The product is: [Cl:58][C:55]1[CH:56]=[CH:57][C:52]([C@@:40]2([C:50]#[N:51])[C@H:39]([CH2:60][C:61]([CH3:62])([CH3:64])[CH3:63])[NH:38][C@@H:37]([C:35]([NH:34][C:31]3[CH:32]=[CH:33][C:28]([C:27]([O:26][CH2:25][C:24]([NH:23][C@@H:10]([CH2:11][CH2:12][C:13]([OH:15])=[O:14])[C:9]([OH:69])=[O:8])=[O:68])=[O:67])=[CH:29][C:30]=3[O:65][CH3:66])=[O:36])[C@@H:41]2[C:42]2[CH:47]=[CH:46][CH:45]=[C:44]([Cl:48])[C:43]=2[F:49])=[C:53]([F:59])[CH:54]=1. (3) Given the reactants Br[C:2]1[C:3]2[C:4]([S:20][C:21]3[CH:26]=[CH:25][C:24]([Cl:27])=[CH:23][CH:22]=3)=[C:5]3[CH:14]([CH2:15][C:16]([O:18]C)=[O:17])[CH2:13][CH2:12][N:6]3[C:7]=2[CH:8]=[C:9]([F:11])[CH:10]=1.CC1(C)C(C)(C)OB([C:36]2[C:40]([CH3:41])=[CH:39][S:38][CH:37]=2)O1, predict the reaction product. The product is: [Cl:27][C:24]1[CH:25]=[CH:26][C:21]([S:20][C:4]2[C:3]3[C:2]([C:36]4[C:40]([CH3:41])=[CH:39][S:38][CH:37]=4)=[CH:10][C:9]([F:11])=[CH:8][C:7]=3[N:6]3[CH2:12][CH2:13][CH:14]([CH2:15][C:16]([OH:18])=[O:17])[C:5]=23)=[CH:22][CH:23]=1.